This data is from Reaction yield outcomes from USPTO patents with 853,638 reactions. The task is: Predict the reaction yield, written as a fraction of the theoretical maximum amount of product (1.0 means a 100% yield; for example, 0.34 means a 34% yield). (1) The yield is 0.280. The catalyst is O1CCCC1.ClCCl.C([O-])(=O)C.[Pd+2].C([O-])(=O)C. The product is [Cl:17][C:10]1[CH:9]=[C:8]([C:18](=[O:20])[CH3:19])[C:7]([N:27]2[CH2:28][CH2:29][CH2:30][CH:25]([F:24])[CH2:26]2)=[C:16]2[C:11]=1[CH:12]=[CH:13][CH:14]=[N:15]2. The reactants are FC(F)(F)S(O[C:7]1[C:8]([C:18](=[O:20])[CH3:19])=[CH:9][C:10]([Cl:17])=[C:11]2[C:16]=1[N:15]=[CH:14][CH:13]=[CH:12]2)(=O)=O.Cl.[F:24][CH:25]1[CH2:30][CH2:29][CH2:28][NH:27][CH2:26]1.C1C=CC(P(C2C=CC3C(=CC=CC=3)C=2C2C3C(=CC=CC=3)C=CC=2P(C2C=CC=CC=2)C2C=CC=CC=2)C2C=CC=CC=2)=CC=1.C(=O)([O-])[O-].[Cs+].[Cs+]. (2) The reactants are [F:1][C:2]1([F:33])[CH2:7][CH2:6][N:5]([C:8]([C:10]2[N:28](S(C)(=O)=O)[C:13]3=[N:14][CH:15]=[C:16]([O:18][CH2:19][CH2:20][CH2:21][N:22]4[CH2:26][CH2:25][CH2:24][C@H:23]4[CH3:27])[CH:17]=[C:12]3[CH:11]=2)=[O:9])[CH2:4][CH2:3]1.[H-].[Na+].[CH:36]1([CH2:39]Br)[CH2:38][CH2:37]1. No catalyst specified. The product is [CH:36]1([CH2:39][N:28]2[C:13]3=[N:14][CH:15]=[C:16]([O:18][CH2:19][CH2:20][CH2:21][N:22]4[CH2:26][CH2:25][CH2:24][C@H:23]4[CH3:27])[CH:17]=[C:12]3[CH:11]=[C:10]2[C:8]([N:5]2[CH2:6][CH2:7][C:2]([F:33])([F:1])[CH2:3][CH2:4]2)=[O:9])[CH2:38][CH2:37]1. The yield is 0.530. (3) The reactants are CS(OC[CH2:7][CH2:8][C@@:9]1([C:25]2[CH:30]=[CH:29][CH:28]=[CH:27][CH:26]=2)[O:14][C:13](=[O:15])[N:12]([C@H:16]([C:18]2[CH:23]=[CH:22][C:21]([Br:24])=[CH:20][CH:19]=2)[CH3:17])[CH2:11][CH2:10]1)(=O)=O.[H-].[Na+].[CH3:33][NH:34][C:35](=[O:37])[CH3:36].[CH2:38](Cl)Cl. No catalyst specified. The product is [Br:24][C:21]1[CH:20]=[CH:19][C:18]([C@@H:16]([N:12]2[CH2:11][CH2:10][C@:9]([CH2:8][CH2:7][CH2:33][N:34]([CH3:38])[C:35](=[O:37])[CH3:36])([C:25]3[CH:26]=[CH:27][CH:28]=[CH:29][CH:30]=3)[O:14][C:13]2=[O:15])[CH3:17])=[CH:23][CH:22]=1. The yield is 0.680.